Dataset: Catalyst prediction with 721,799 reactions and 888 catalyst types from USPTO. Task: Predict which catalyst facilitates the given reaction. (1) Product: [Cl:12][C:13]1[CH:14]=[C:15]([N+:1]([O-:4])=[O:2])[C:16]2[O:21][C:10]([C:9]([O:8][CH2:5][CH3:6])=[O:11])=[CH:18][C:17]=2[CH:20]=1. Reactant: [N+:1]([O-:4])(O)=[O:2].[C:5]([O:8][C:9](=[O:11])[CH3:10])(=O)[CH3:6].[Cl:12][C:13]1[CH:20]=[C:17]([CH:18]=O)[C:16]([OH:21])=[CH:15][CH:14]=1.C(=O)(O)[O-].[Na+].C(=O)([O-])[O-].[K+].[K+].BrCC(OCC)=O. The catalyst class is: 35. (2) Reactant: C(O[BH-](OC(=O)C)OC(=O)C)(=O)C.[Na+].FC(CC(O)=O)(F)F.[NH2:23][C:24]1[CH:29]=[CH:28][C:27]([S:30]([NH2:33])(=[O:32])=[O:31])=[CH:26][C:25]=1[N+:34]([O-:36])=[O:35].[CH3:37][C:38]1([CH:44]=O)[CH2:43][CH2:42][O:41][CH2:40][CH2:39]1.C(=O)(O)[O-].[Na+]. Product: [CH3:37][C:38]1([CH2:44][NH:23][C:24]2[CH:29]=[CH:28][C:27]([S:30]([NH2:33])(=[O:32])=[O:31])=[CH:26][C:25]=2[N+:34]([O-:36])=[O:35])[CH2:43][CH2:42][O:41][CH2:40][CH2:39]1. The catalyst class is: 4. (3) Reactant: [F:1][C:2]1[CH:22]=[CH:21][C:20]([CH3:23])=[CH:19][C:3]=1[O:4][C:5]1[CH2:9][N:8]([C@@H:10]([CH2:14][CH:15]([CH3:17])[CH3:16])[C:11]([OH:13])=O)[C:7](=[O:18])[CH:6]=1.C(N(CC)C(C)C)(C)C.F[P-](F)(F)(F)(F)F.N1(O[P+](N(C)C)(N(C)C)N(C)C)C2C=CC=CC=2N=N1.[CH3:60][C:61]1([CH3:73])[O:65][C@H:64]([CH2:66][N:67]2[CH:71]=[CH:70][C:69]([NH2:72])=[N:68]2)[CH2:63][O:62]1. Product: [CH3:60][C:61]1([CH3:73])[O:65][C@H:64]([CH2:66][N:67]2[CH:71]=[CH:70][C:69]([NH:72][C:11](=[O:13])[C@@H:10]([N:8]3[CH2:9][C:5]([O:4][C:3]4[CH:19]=[C:20]([CH3:23])[CH:21]=[CH:22][C:2]=4[F:1])=[CH:6][C:7]3=[O:18])[CH2:14][CH:15]([CH3:17])[CH3:16])=[N:68]2)[CH2:63][O:62]1. The catalyst class is: 42. (4) Reactant: [CH3:1][C:2]1[C:7]([CH:8]([CH2:13][CH2:14][CH3:15])[C:9]([O:11]C)=[O:10])=[C:6]([C:16]2[CH:21]=[CH:20][C:19]([CH3:22])=[CH:18][CH:17]=2)[N:5]=[C:4]([C:23]2[CH:28]=[CH:27][C:26]([CH3:29])=[CH:25][CH:24]=2)[N:3]=1.[OH-].[Na+]. Product: [CH3:1][C:2]1[C:7]([CH:8]([CH2:13][CH2:14][CH3:15])[C:9]([OH:11])=[O:10])=[C:6]([C:16]2[CH:21]=[CH:20][C:19]([CH3:22])=[CH:18][CH:17]=2)[N:5]=[C:4]([C:23]2[CH:24]=[CH:25][C:26]([CH3:29])=[CH:27][CH:28]=2)[N:3]=1. The catalyst class is: 5. (5) Reactant: C[O:2][C:3]([C:5]1[CH:14]=[CH:13][C:12]2[CH:11]([N:15]([CH:17]3[CH2:19][CH2:18]3)[CH3:16])[CH2:10][CH2:9][C:8]([CH3:21])([CH3:20])[C:7]=2[CH:6]=1)=[O:4].[OH-].[Na+]. Product: [CH:17]1([N:15]([CH3:16])[CH:11]2[CH2:10][CH2:9][C:8]([CH3:20])([CH3:21])[C:7]3[CH:6]=[C:5]([C:3]([OH:4])=[O:2])[CH:14]=[CH:13][C:12]2=3)[CH2:19][CH2:18]1. The catalyst class is: 111. (6) Product: [Cl:1][C:2]1[CH:7]=[CH:6][C:5]([O:8][C:11]([CH3:18])([CH3:17])[C:12]([O:14][CH2:15][CH3:16])=[O:13])=[C:4]([F:9])[CH:3]=1. Reactant: [Cl:1][C:2]1[CH:7]=[CH:6][C:5]([OH:8])=[C:4]([F:9])[CH:3]=1.Br[C:11]([CH3:18])([CH3:17])[C:12]([O:14][CH2:15][CH3:16])=[O:13].C(=O)([O-])[O-].[Cs+].[Cs+]. The catalyst class is: 391. (7) Reactant: Br[C:2]1[CH:3]=[N:4][CH:5]=[CH:6][CH:7]=1.C([Mg]Cl)(C)C.[CH:13](=[O:18])[CH2:14][CH:15]([CH3:17])[CH3:16]. Product: [CH3:16][CH:15]([CH3:17])[CH2:14][CH:13]([C:2]1[CH:3]=[N:4][CH:5]=[CH:6][CH:7]=1)[OH:18]. The catalyst class is: 1.